This data is from Reaction yield outcomes from USPTO patents with 853,638 reactions. The task is: Predict the reaction yield, written as a fraction of the theoretical maximum amount of product (1.0 means a 100% yield; for example, 0.34 means a 34% yield). (1) The reactants are [OH-].[Na+].[F:3][C:4]1[CH:5]=[C:6]([N:11]([CH3:35])[CH:12]([C:14]2[CH:15]=[C:16]([C:31]([O:33]C)=[O:32])[CH:17]=[C:18]3[C:23]=2[O:22][C:21]([N:24]2[CH2:29][CH2:28][O:27][CH2:26][CH2:25]2)=[CH:20][C:19]3=[O:30])[CH3:13])[CH:7]=[C:8]([F:10])[CH:9]=1.CO.Cl. The catalyst is C1COCC1.O. The product is [F:3][C:4]1[CH:5]=[C:6]([N:11]([CH3:35])[CH:12]([C:14]2[CH:15]=[C:16]([C:31]([OH:33])=[O:32])[CH:17]=[C:18]3[C:23]=2[O:22][C:21]([N:24]2[CH2:29][CH2:28][O:27][CH2:26][CH2:25]2)=[CH:20][C:19]3=[O:30])[CH3:13])[CH:7]=[C:8]([F:10])[CH:9]=1. The yield is 0.860. (2) The catalyst is C1COCC1. The reactants are [CH3:1][C:2]1[N:6]([CH2:7][C:8]2[CH:9]=[CH:10][CH:11]=[C:12]3[C:17]=2[N:16]=[CH:15][CH:14]=[CH:13]3)[C:5]2[CH:18]=[C:19]([N:26]3[CH2:31][CH2:30][O:29][CH2:28][CH2:27]3)[CH:20]=[C:21]([C:22]([O:24]C)=[O:23])[C:4]=2[N:3]=1.[Li+].[OH-]. The yield is 0.690. The product is [CH3:1][C:2]1[N:6]([CH2:7][C:8]2[CH:9]=[CH:10][CH:11]=[C:12]3[C:17]=2[N:16]=[CH:15][CH:14]=[CH:13]3)[C:5]2[CH:18]=[C:19]([N:26]3[CH2:31][CH2:30][O:29][CH2:28][CH2:27]3)[CH:20]=[C:21]([C:22]([OH:24])=[O:23])[C:4]=2[N:3]=1. (3) The reactants are [C:1]([OH:9])(=[O:8])[CH2:2][CH2:3][CH2:4][CH2:5][C:6]#[CH:7].Cl[C:11]1[N:16]=[C:15]([C:17]2[CH:22]=[CH:21][CH:20]=[CH:19][CH:18]=2)[C:14]([C:23]2[CH:28]=[CH:27][CH:26]=[CH:25][CH:24]=2)=[CH:13][N:12]=1. The catalyst is C(N(CC)CC)C.[Cu]I.Cl[Pd](Cl)([P](C1C=CC=CC=1)(C1C=CC=CC=1)C1C=CC=CC=1)[P](C1C=CC=CC=1)(C1C=CC=CC=1)C1C=CC=CC=1. The product is [C:17]1([C:15]2[C:14]([C:23]3[CH:24]=[CH:25][CH:26]=[CH:27][CH:28]=3)=[CH:13][N:12]=[C:11]([C:7]#[C:6][CH2:5][CH2:4][CH2:3][CH2:2][C:1]([OH:9])=[O:8])[N:16]=2)[CH:22]=[CH:21][CH:20]=[CH:19][CH:18]=1. The yield is 0.0300. (4) The reactants are [CH3:1][C:2]1[CH:3]=[C:4]([C:30]2[CH:35]=[CH:34][C:33]([N+:36]([O-:38])=[O:37])=[CH:32][CH:31]=2)[CH:5]=[CH:6][C:7]=1[C:8](=[O:29])[CH2:9][C:10]([CH2:21][CH2:22][C:23]1[CH:28]=[CH:27][CH:26]=[CH:25][CH:24]=1)(C(OCC)=O)[C:11]([O:13][CH2:14][CH3:15])=[O:12].[OH-].[Na+].C(O)C. The catalyst is CC(C)=O. The product is [CH3:1][C:2]1[CH:3]=[C:4]([C:30]2[CH:31]=[CH:32][C:33]([N+:36]([O-:38])=[O:37])=[CH:34][CH:35]=2)[CH:5]=[CH:6][C:7]=1[C:8](=[O:29])[CH2:9][CH:10]([CH2:21][CH2:22][C:23]1[CH:28]=[CH:27][CH:26]=[CH:25][CH:24]=1)[C:11]([O:13][CH2:14][CH3:15])=[O:12]. The yield is 0.990.